This data is from Catalyst prediction with 721,799 reactions and 888 catalyst types from USPTO. The task is: Predict which catalyst facilitates the given reaction. (1) Reactant: [C:1]1([C:7]2[NH:16][C:10]3=[N:11][CH:12]=[C:13]([NH2:15])[CH:14]=[C:9]3[N:8]=2)[CH:6]=[CH:5][CH:4]=[CH:3][CH:2]=1.[C:17]1([CH:23](Br)[CH3:24])[CH:22]=[CH:21][CH:20]=[CH:19][CH:18]=1. Product: [C:17]1([CH:23]([NH:15][C:13]2[CH:14]=[C:9]3[N:8]=[C:7]([C:1]4[CH:2]=[CH:3][CH:4]=[CH:5][CH:6]=4)[NH:16][C:10]3=[N:11][CH:12]=2)[CH3:24])[CH:22]=[CH:21][CH:20]=[CH:19][CH:18]=1. The catalyst class is: 9. (2) Reactant: I[C:2]1[C:10]2[O:9][CH:8]=[CH:7][C:6]=2[CH:5]=[C:4]([N+:11]([O-:13])=[O:12])[CH:3]=1.[N:14]1[CH:19]=[C:18](B(O)O)[CH:17]=[N:16][CH:15]=1.C([O-])([O-])=O.[Na+].[Na+]. Product: [N+:11]([C:4]1[CH:3]=[C:2]([C:18]2[CH:19]=[N:14][CH:15]=[N:16][CH:17]=2)[C:10]2[O:9][CH:8]=[CH:7][C:6]=2[CH:5]=1)([O-:13])=[O:12]. The catalyst class is: 104. (3) Reactant: C(OP([CH2:9][C:10](=[O:12])[CH3:11])(OCC)=O)C.[CH:13]([O:16][C:17]1[CH:31]=[CH:30][C:20]([C:21]([N:23]2[CH2:28][CH2:27][C:26](=O)[CH2:25][CH2:24]2)=[O:22])=[CH:19][C:18]=1[CH3:32])([CH3:15])[CH3:14]. Product: [CH:13]([O:16][C:17]1[CH:31]=[CH:30][C:20]([C:21]([N:23]2[CH2:28][CH2:27][C:26](=[CH:9][C:10](=[O:12])[CH3:11])[CH2:25][CH2:24]2)=[O:22])=[CH:19][C:18]=1[CH3:32])([CH3:15])[CH3:14]. The catalyst class is: 7. (4) Reactant: [CH3:1][O:2][C:3](=[O:22])[CH:4]([C:11]1[CH:16]=[CH:15][C:14](F)=[C:13]([C:18]([F:21])([F:20])[F:19])[CH:12]=1)[CH2:5][CH:6]1[CH2:10][CH2:9][CH2:8][CH2:7]1.[CH3:23][S-:24].[Na+].Cl. Product: [CH3:1][O:2][C:3](=[O:22])[CH:4]([C:11]1[CH:16]=[CH:15][C:14]([S:24][CH3:23])=[C:13]([C:18]([F:21])([F:20])[F:19])[CH:12]=1)[CH2:5][CH:6]1[CH2:10][CH2:9][CH2:8][CH2:7]1. The catalyst class is: 9.